The task is: Predict the reactants needed to synthesize the given product.. This data is from Full USPTO retrosynthesis dataset with 1.9M reactions from patents (1976-2016). (1) Given the product [C:1]([O:5][C:6]([N:8]1[CH2:13][CH2:12][N:11]([C:14]([O:16][C:17]([CH3:18])([CH3:19])[CH3:20])=[O:15])[CH2:10][CH:9]1[CH2:21][CH2:22][CH2:23][C:24]1[S:25][CH:26]=[CH:27][CH:28]=1)=[O:7])([CH3:2])([CH3:3])[CH3:4], predict the reactants needed to synthesize it. The reactants are: [C:1]([O:5][C:6]([N:8]1[CH2:13][CH2:12][N:11]([C:14]([O:16][C:17]([CH3:20])([CH3:19])[CH3:18])=[O:15])[CH2:10][CH:9]1[CH2:21][CH:22]=[CH:23][C:24]1[S:25][CH:26]=[CH:27][CH:28]=1)=[O:7])([CH3:4])([CH3:3])[CH3:2]. (2) Given the product [CH:21]([C:3]1[S:4][CH:5]=[C:6]([CH:7]2[CH2:8][CH2:9][CH2:10][CH2:11][CH2:12]2)[C:2]=1[CH3:1])=[O:22], predict the reactants needed to synthesize it. The reactants are: [CH3:1][C:2]1[C:6]([CH:7]2[CH2:12][CH2:11][CH2:10][CH2:9][CH2:8]2)=[CH:5][S:4][CH:3]=1.O=P(Cl)(Cl)Cl.CN([CH:21]=[O:22])C. (3) The reactants are: [NH2:1][C:2]1[C:15]2[C:6](=[CH:7][C:8]3[C:9]4[C:14]=2[C:13](=[O:16])[N:12]([CH2:17][CH2:18][N:19]([CH3:21])[CH3:20])[C:11](=[O:22])[C:10]=4[CH:23]=[CH:24][CH:25]=3)[CH:5]=[CH:4][CH:3]=1.[O:26]1[CH:30]=[CH:29][CH:28]=[C:27]1[CH2:31][N:32]=[C:33]=[S:34]. Given the product [CH3:21][N:19]([CH3:20])[CH2:18][CH2:17][N:12]1[C:11](=[O:22])[C:10]2[CH:23]=[CH:24][CH:25]=[C:8]3[C:9]=2[C:14](=[C:15]2[C:2]([NH:1][C:33]([NH:32][CH2:31][C:27]4[O:26][CH:30]=[CH:29][CH:28]=4)=[S:34])=[CH:3][CH:4]=[CH:5][C:6]2=[CH:7]3)[C:13]1=[O:16], predict the reactants needed to synthesize it.